From a dataset of NCI-60 drug combinations with 297,098 pairs across 59 cell lines. Regression. Given two drug SMILES strings and cell line genomic features, predict the synergy score measuring deviation from expected non-interaction effect. (1) Drug 1: C1=NC2=C(N=C(N=C2N1C3C(C(C(O3)CO)O)F)Cl)N. Drug 2: C1=CN(C=N1)CC(O)(P(=O)(O)O)P(=O)(O)O. Cell line: HCT116. Synergy scores: CSS=19.1, Synergy_ZIP=-8.09, Synergy_Bliss=-8.23, Synergy_Loewe=-13.1, Synergy_HSA=-9.79. (2) Drug 1: CC1C(C(CC(O1)OC2CC(OC(C2O)C)OC3=CC4=CC5=C(C(=O)C(C(C5)C(C(=O)C(C(C)O)O)OC)OC6CC(C(C(O6)C)O)OC7CC(C(C(O7)C)O)OC8CC(C(C(O8)C)O)(C)O)C(=C4C(=C3C)O)O)O)O. Drug 2: C(CN)CNCCSP(=O)(O)O. Cell line: COLO 205. Synergy scores: CSS=41.4, Synergy_ZIP=4.28, Synergy_Bliss=9.16, Synergy_Loewe=-24.0, Synergy_HSA=4.07. (3) Drug 1: CCCS(=O)(=O)NC1=C(C(=C(C=C1)F)C(=O)C2=CNC3=C2C=C(C=N3)C4=CC=C(C=C4)Cl)F. Drug 2: CCCCCOC(=O)NC1=NC(=O)N(C=C1F)C2C(C(C(O2)C)O)O. Cell line: MOLT-4. Synergy scores: CSS=-1.04, Synergy_ZIP=0.0495, Synergy_Bliss=-0.599, Synergy_Loewe=-3.28, Synergy_HSA=-3.40. (4) Drug 1: CC12CCC3C(C1CCC2=O)CC(=C)C4=CC(=O)C=CC34C. Drug 2: CC1=C(C(CCC1)(C)C)C=CC(=CC=CC(=CC(=O)O)C)C. Cell line: A498. Synergy scores: CSS=43.5, Synergy_ZIP=-0.281, Synergy_Bliss=2.95, Synergy_Loewe=4.86, Synergy_HSA=4.02. (5) Drug 1: COC1=C(C=C2C(=C1)N=CN=C2NC3=CC(=C(C=C3)F)Cl)OCCCN4CCOCC4. Synergy scores: CSS=27.6, Synergy_ZIP=1.15, Synergy_Bliss=7.61, Synergy_Loewe=5.86, Synergy_HSA=8.81. Drug 2: N.N.Cl[Pt+2]Cl. Cell line: MOLT-4. (6) Drug 1: CN1C2=C(C=C(C=C2)N(CCCl)CCCl)N=C1CCCC(=O)O.Cl. Drug 2: CC1C(C(CC(O1)OC2CC(CC3=C2C(=C4C(=C3O)C(=O)C5=C(C4=O)C(=CC=C5)OC)O)(C(=O)CO)O)N)O.Cl. Cell line: K-562. Synergy scores: CSS=29.2, Synergy_ZIP=-0.117, Synergy_Bliss=-0.695, Synergy_Loewe=-35.4, Synergy_HSA=-4.13.